Dataset: Peptide-MHC class I binding affinity with 185,985 pairs from IEDB/IMGT. Task: Regression. Given a peptide amino acid sequence and an MHC pseudo amino acid sequence, predict their binding affinity value. This is MHC class I binding data. (1) The peptide sequence is SMFITAATI. The MHC is HLA-A68:02 with pseudo-sequence HLA-A68:02. The binding affinity (normalized) is 0.198. (2) The peptide sequence is TAFFNTCKPT. The MHC is HLA-A02:03 with pseudo-sequence HLA-A02:03. The binding affinity (normalized) is 0.0745.